This data is from Catalyst prediction with 721,799 reactions and 888 catalyst types from USPTO. The task is: Predict which catalyst facilitates the given reaction. Reactant: [CH3:1][O:2][C:3](=[O:19])[C:4]1[CH:13]=[C:12]([O:14][CH2:15][CH:16]([CH3:18])[CH3:17])[CH:11]=[C:6]([C:7]([O:9]C)=[O:8])[CH:5]=1.[OH-].[K+]. Product: [CH3:1][O:2][C:3](=[O:19])[C:4]1[CH:13]=[C:12]([O:14][CH2:15][CH:16]([CH3:17])[CH3:18])[CH:11]=[C:6]([C:7]([OH:9])=[O:8])[CH:5]=1. The catalyst class is: 83.